Dataset: Forward reaction prediction with 1.9M reactions from USPTO patents (1976-2016). Task: Predict the product of the given reaction. (1) Given the reactants [CH2:1]([O:3][C:4]([C:6]1[NH:7][C:8]2[C:13]([CH:14]=1)=[CH:12][C:11]([Br:15])=[CH:10][CH:9]=2)=[O:5])[CH3:2].[H-].[Na+].I[CH3:19].O, predict the reaction product. The product is: [CH2:1]([O:3][C:4]([C:6]1[N:7]([CH3:19])[C:8]2[C:13]([CH:14]=1)=[CH:12][C:11]([Br:15])=[CH:10][CH:9]=2)=[O:5])[CH3:2]. (2) Given the reactants CC1N=C(C#CC(C2CCNCC2)O)C=CC=1.[F:18][CH:19]([CH:29]1[CH2:34][CH2:33][NH:32][CH2:31][CH2:30]1)[C:20]#[C:21][C:22]1[CH:27]=[CH:26][CH:25]=[C:24]([CH3:28])[N:23]=1.Cl[C:36]1[C:41]([N+:42]([O-:44])=[O:43])=[CH:40][CH:39]=[C:38]([CH3:45])[N:37]=1, predict the reaction product. The product is: [F:18][CH:19]([CH:29]1[CH2:30][CH2:31][N:32]([C:36]2[C:41]([N+:42]([O-:44])=[O:43])=[CH:40][CH:39]=[C:38]([CH3:45])[N:37]=2)[CH2:33][CH2:34]1)[C:20]#[C:21][C:22]1[CH:27]=[CH:26][CH:25]=[C:24]([CH3:28])[N:23]=1. (3) Given the reactants [CH3:1][C:2]([O:5][C:6]([NH:8][C@@H:9]([CH2:28][CH3:29])[C:10]([NH:12][C@@H:13]([CH2:20][CH2:21][C:22]1[CH:27]=[CH:26][CH:25]=[CH:24][CH:23]=1)/[CH:14]=[CH:15]/[C:16]([O:18]C)=[O:17])=[O:11])=[O:7])([CH3:4])[CH3:3].[Li+].[OH-].Cl, predict the reaction product. The product is: [CH3:4][C:2]([O:5][C:6]([NH:8][C@@H:9]([CH2:28][CH3:29])[C:10]([NH:12][C@@H:13]([CH2:20][CH2:21][C:22]1[CH:23]=[CH:24][CH:25]=[CH:26][CH:27]=1)/[CH:14]=[CH:15]/[C:16]([OH:18])=[O:17])=[O:11])=[O:7])([CH3:1])[CH3:3]. (4) Given the reactants [CH2:1]([C:3]1[CH:7]=[C:6]([CH2:8][CH3:9])[N:5]([C:10]2[CH:15]=[CH:14][C:13]([OH:16])=[CH:12][CH:11]=2)[N:4]=1)[CH3:2].C(=O)([O-])[O-].[K+].[K+].Cl[CH2:24][CH2:25][CH2:26][N:27]1[CH2:31][CH2:30][CH2:29][CH2:28]1, predict the reaction product. The product is: [CH2:1]([C:3]1[CH:7]=[C:6]([CH2:8][CH3:9])[N:5]([C:10]2[CH:11]=[CH:12][C:13]([O:16][CH2:24][CH2:25][CH2:26][N:27]3[CH2:31][CH2:30][CH2:29][CH2:28]3)=[CH:14][CH:15]=2)[N:4]=1)[CH3:2]. (5) Given the reactants C([O:3][C:4](=[O:36])[C:5]([CH3:35])([O:7][C:8]1[CH:13]=[CH:12][C:11]([S:14][CH2:15][CH2:16][C:17]2[N:18]=[C:19]([C:23]3[CH:28]=[CH:27][C:26]([C:29]4[CH:34]=[CH:33][CH:32]=[CH:31][CH:30]=4)=[CH:25][CH:24]=3)[O:20][C:21]=2[CH3:22])=[CH:10][CH:9]=1)[CH3:6])C.[OH-].[Na+].Cl, predict the reaction product. The product is: [C:26]1([C:29]2[CH:34]=[CH:33][CH:32]=[CH:31][CH:30]=2)[CH:25]=[CH:24][C:23]([C:19]2[O:20][C:21]([CH3:22])=[C:17]([CH2:16][CH2:15][S:14][C:11]3[CH:12]=[CH:13][C:8]([O:7][C:5]([CH3:35])([CH3:6])[C:4]([OH:36])=[O:3])=[CH:9][CH:10]=3)[N:18]=2)=[CH:28][CH:27]=1.